From a dataset of Reaction yield outcomes from USPTO patents with 853,638 reactions. Predict the reaction yield, written as a fraction of the theoretical maximum amount of product (1.0 means a 100% yield; for example, 0.34 means a 34% yield). (1) The reactants are [CH3:1][C:2]1[C:16](=[O:17])[N:15]=[C:14]2[N:4]([C@@H:5]3[O:9][C@H:8]([CH2:10][OH:11])[C@@H:7]([OH:12])[C@@H:6]3[O:13]2)[CH:3]=1.[CH3:18][O:19][CH2:20][CH2:21][O:22]B([O:22][CH2:21][CH2:20][O:19][CH3:18])[O:22][CH2:21][CH2:20][O:19][CH3:18]. The catalyst is COCCO. The product is [CH3:18][O:19][CH2:20][CH2:21][O:22][C@@H:6]1[C@H:7]([OH:12])[C@@H:8]([CH2:10][OH:11])[O:9][C@H:5]1[N:4]1[CH:3]=[C:2]([CH3:1])[C:16](=[O:17])[NH:15][C:14]1=[O:13]. The yield is 0.630. (2) The reactants are [Cl:1][C:2]1[CH:7]=[CH:6][C:5]([C:8]2[S:9][C:10]3[C:11](=[O:28])[N:12](CC4C=CC(OC)=C(OC)C=4)[CH2:13][CH2:14][C:15]=3[N:16]=2)=[CH:4][CH:3]=1.C1(C)C=CC(S(O)(=O)=O)=CC=1. The catalyst is C1(C)C=CC=CC=1. The product is [Cl:1][C:2]1[CH:7]=[CH:6][C:5]([C:8]2[S:9][C:10]3[C:11](=[O:28])[NH:12][CH2:13][CH2:14][C:15]=3[N:16]=2)=[CH:4][CH:3]=1. The yield is 0.700.